This data is from Forward reaction prediction with 1.9M reactions from USPTO patents (1976-2016). The task is: Predict the product of the given reaction. (1) The product is: [NH2:22][C:19]1[CH:20]=[CH:21][C:16]([N:13]2[CH2:14][CH2:15][CH:10]([CH2:9][N:2]([CH3:1])[CH:3]3[CH2:7][CH2:6][N:5]([CH3:8])[CH2:4]3)[CH2:11][CH2:12]2)=[CH:17][CH:18]=1. Given the reactants [CH3:1][N:2]([CH2:9][CH:10]1[CH2:15][CH2:14][N:13]([C:16]2[CH:21]=[CH:20][C:19]([NH:22]C(=O)OC(C)(C)C)=[CH:18][CH:17]=2)[CH2:12][CH2:11]1)[CH:3]1[CH2:7][CH2:6][N:5]([CH3:8])[CH2:4]1.FC(F)(F)C(O)=O, predict the reaction product. (2) Given the reactants [C:1]([O:5][C:6](=[O:30])[N:7]([C:20]1[C:21]2[N:22]([N:27]=[CH:28][N:29]=2)[C:23](Br)=[CH:24][N:25]=1)[C:8]1[CH:13]=[CH:12][C:11]([N:14]2[CH2:19][CH2:18][O:17][CH2:16][CH2:15]2)=[CH:10][CH:9]=1)([CH3:4])([CH3:3])[CH3:2].C([Mg]Cl)(C)C.[CH2:36]([Sn:40](Cl)([CH2:45][CH2:46][CH2:47][CH3:48])[CH2:41][CH2:42][CH2:43][CH3:44])[CH2:37][CH2:38][CH3:39], predict the reaction product. The product is: [C:1]([O:5][C:6](=[O:30])[N:7]([C:8]1[CH:13]=[CH:12][C:11]([N:14]2[CH2:19][CH2:18][O:17][CH2:16][CH2:15]2)=[CH:10][CH:9]=1)[C:20]1[C:21]2[N:22]([N:27]=[CH:28][N:29]=2)[C:23]([Sn:40]([CH2:41][CH2:42][CH2:43][CH3:44])([CH2:45][CH2:46][CH2:47][CH3:48])[CH2:36][CH2:37][CH2:38][CH3:39])=[CH:24][N:25]=1)([CH3:4])([CH3:3])[CH3:2]. (3) The product is: [CH3:26][O:25][C:18]1[CH:19]=[CH:20][CH:21]=[C:22]([O:23][CH3:24])[C:17]=1[CH2:16][NH:15][C:13]([NH:12][C:7]1[C:6]([C:31]2[CH:32]=[CH:33][C:28]([F:27])=[CH:29][CH:30]=2)=[CH:11][CH:10]=[CH:9][N:8]=1)=[NH:14]. Given the reactants C(O)(=O)C.Br[C:6]1[C:7]([NH:12][C:13]([NH:15][CH2:16][C:17]2[C:22]([O:23][CH3:24])=[CH:21][CH:20]=[CH:19][C:18]=2[O:25][CH3:26])=[NH:14])=[N:8][CH:9]=[CH:10][CH:11]=1.[F:27][C:28]1[CH:33]=[CH:32][C:31](OB(O)O)=[CH:30][CH:29]=1.C(=O)([O-])[O-].[Na+].[Na+].C([O-])(=O)C, predict the reaction product. (4) Given the reactants [Br:1][C:2]1[CH:3]=[C:4]([CH:30]=[CH:31][CH:32]=1)[C:5]([NH:7][CH:8]([C:10]1[N:15]=[N:14][C:13]([NH:16][C:17]2[CH:22]=[C:21]([S:23]([CH2:26][CH3:27])(=[O:25])=[O:24])[CH:20]=[CH:19][C:18]=2[O:28][CH3:29])=[N:12][CH:11]=1)[CH3:9])=O.N1C=NC=N1.P(Cl)(Cl)(Cl)=O, predict the reaction product. The product is: [Br:1][C:2]1[CH:3]=[C:4]([C:5]2[N:15]3[C:10]([CH:11]=[N:12][C:13]([NH:16][C:17]4[CH:22]=[C:21]([S:23]([CH2:26][CH3:27])(=[O:25])=[O:24])[CH:20]=[CH:19][C:18]=4[O:28][CH3:29])=[N:14]3)=[C:8]([CH3:9])[N:7]=2)[CH:30]=[CH:31][CH:32]=1.